From a dataset of Full USPTO retrosynthesis dataset with 1.9M reactions from patents (1976-2016). Predict the reactants needed to synthesize the given product. (1) Given the product [CH2:1]([O:8][NH:9][C@H:10]1[CH2:15][N:14]([C:16]([O:18][C:19]([CH3:21])([CH3:22])[CH3:20])=[O:17])[C@H:13]([C:23]([O:25][C:32]2[CH:33]=[CH:34][C:29]([N+:26]([O-:28])=[O:27])=[CH:30][CH:31]=2)=[O:24])[CH2:12][CH2:11]1)[C:2]1[CH:3]=[CH:4][CH:5]=[CH:6][CH:7]=1, predict the reactants needed to synthesize it. The reactants are: [CH2:1]([O:8][NH:9][C@H:10]1[CH2:15][N:14]([C:16]([O:18][C:19]([CH3:22])([CH3:21])[CH3:20])=[O:17])[C@H:13]([C:23]([OH:25])=[O:24])[CH2:12][CH2:11]1)[C:2]1[CH:7]=[CH:6][CH:5]=[CH:4][CH:3]=1.[N+:26]([C:29]1[CH:34]=[CH:33][C:32](O)=[CH:31][CH:30]=1)([O-:28])=[O:27].Cl.C(N=C=NCCCN(C)C)C. (2) Given the product [Br:21][C:22]1[N:23]=[C:24]([C@H:32]2[CH2:37][CH2:36][C@H:35]([NH:38][CH2:46][CH:47]([F:49])[F:48])[CH2:34][CH2:33]2)[N:25]2[CH:30]=[CH:29][N:28]=[C:27]([CH3:31])[C:26]=12, predict the reactants needed to synthesize it. The reactants are: C(OC(N[C@H]1CC[C@H](C(O)=O)CC1)=O)C1C=CC=CC=1.[Br:21][C:22]1[N:23]=[C:24]([C@H:32]2[CH2:37][CH2:36][C@H:35]([NH2:38])[CH2:34][CH2:33]2)[N:25]2[CH:30]=[CH:29][N:28]=[C:27]([CH3:31])[C:26]=12.C(=O)([O-])[O-].[K+].[K+].Br[CH2:46][CH:47]([F:49])[F:48]. (3) Given the product [NH2:28][CH2:29][C:30]1([CH2:36][C:37]([OH:39])=[O:38])[CH2:35][CH2:34][CH2:33][CH2:32][CH2:31]1, predict the reactants needed to synthesize it. The reactants are: CC(C)([O-])C.[K+].N1(C(=O)C(=NO)C)CCCC1.[N+](C1C=CC(OC([NH:28][CH2:29][C:30]2([CH2:36][C:37]([OH:39])=[O:38])[CH2:35][CH2:34][CH2:33][CH2:32][CH2:31]2)=O)=CC=1)([O-])=O.O. (4) Given the product [CH2:16]([O:23][C:24]1[CH:25]=[CH:26][C:27]2[NH:32][C:12](=[O:13])[C:8]([CH3:15])([CH3:7])[C:9](=[O:10])[N:30]([CH3:31])[C:28]=2[CH:29]=1)[C:17]1[CH:18]=[CH:19][CH:20]=[CH:21][CH:22]=1, predict the reactants needed to synthesize it. The reactants are: CN(C)C(=O)C.[CH3:7][C:8]([CH3:15])([C:12](Cl)=[O:13])[C:9](Cl)=[O:10].[CH2:16]([O:23][C:24]1[CH:29]=[C:28]([NH:30][CH3:31])[C:27]([NH2:32])=[CH:26][CH:25]=1)[C:17]1[CH:22]=[CH:21][CH:20]=[CH:19][CH:18]=1. (5) Given the product [CH3:15][C:16]1[CH:17]=[C:2]([CH:20]=[C:21]([C:23]2[S:27][CH:26]=[N:25][CH:24]=2)[CH:22]=1)[NH:3][C:4]1[CH:30]=[CH:29][CH:28]=[C:6]([C:8]([F:14])([F:13])[C:9]([F:12])([F:11])[F:10])[CH:5]=1, predict the reactants needed to synthesize it. The reactants are: Cl[C:2]1N=[C:6]([C:8]([F:14])([F:13])[C:9]([F:12])([F:11])[F:10])[CH:5]=[CH:4][N:3]=1.[CH3:15][C:16]1[CH:17]=C([CH:20]=[C:21]([C:23]2[S:27][CH:26]=[N:25][CH:24]=2)[CH:22]=1)N.[CH3:28][C:29]1(C)C2C(=C(P(C3C=CC=CC=3)C3C=CC=CC=3)C=CC=2)OC2C(P(C3C=CC=CC=3)C3C=CC=CC=3)=CC=C[C:30]1=2.C([O-])([O-])=O.[Cs+].[Cs+]. (6) Given the product [S:21]([O-:24])([O:8][CH2:7][CH2:6][CH2:5][CH2:4][CH2:3][CH:2]([CH3:1])[CH2:9][CH2:10][CH2:11][CH:12]([CH3:19])[CH2:13][CH2:14][CH2:15][CH:16]([CH3:18])[CH3:17])(=[O:23])=[O:22].[Na+:27], predict the reactants needed to synthesize it. The reactants are: [CH3:1][CH:2]([CH2:9][CH2:10][CH2:11][CH:12]([CH3:19])[CH2:13][CH2:14][CH2:15][CH:16]([CH3:18])[CH3:17])[CH2:3][CH2:4][CH2:5][CH2:6][CH2:7][OH:8].Cl[S:21]([OH:24])(=[O:23])=[O:22].C[O-].[Na+:27]. (7) Given the product [Br:10][C:9]1[C:2]([I:15])=[C:3]([CH:6]=[C:7]([CH2:11][CH2:12][CH3:13])[CH:8]=1)[C:4]#[N:5], predict the reactants needed to synthesize it. The reactants are: N[C:2]1[C:9]([Br:10])=[CH:8][C:7]([CH2:11][CH2:12][CH3:13])=[CH:6][C:3]=1[C:4]#[N:5].C(I)[I:15].N(OC(C)(C)C)=O.C(Cl)Cl.